The task is: Predict which catalyst facilitates the given reaction.. This data is from Catalyst prediction with 721,799 reactions and 888 catalyst types from USPTO. Reactant: C(OC([N:8]1[C@H:12]([C:13](=[O:45])[NH:14][C@:15]2([C:20]([NH:22][S:23]([C:26]3[CH:31]=[CH:30][CH:29]=[CH:28][C:27]=3[NH:32][CH2:33][CH2:34][CH2:35][CH2:36][NH:37][CH2:38][CH2:39][CH2:40][C:41]([O:43]C)=[O:42])(=[O:25])=[O:24])=[O:21])[CH2:17][C@H:16]2[CH:18]=[CH2:19])[CH2:11][C@@H:10]([O:46][C:47]([N:49]2[CH2:57][C:56]3[C:51](=[CH:52][CH:53]=[CH:54][C:55]=3[F:58])[CH2:50]2)=[O:48])[CH2:9]1)=O)(C)(C)C.[C:59](O)(C(F)(F)F)=O. The catalyst class is: 2. Product: [C:41]([CH2:40][CH2:39][CH2:38][N:37]([CH3:59])[CH2:36][CH2:35][CH2:34][CH2:33][NH:32][C:27]1[CH:28]=[CH:29][CH:30]=[CH:31][C:26]=1[S:23]([NH:22][C:20]([C@@:15]1([NH:14][C:13]([C@H:12]2[NH:8][CH2:9][C@H:10]([O:46][C:47]([N:49]3[CH2:57][C:56]4[C:51](=[CH:52][CH:53]=[CH:54][C:55]=4[F:58])[CH2:50]3)=[O:48])[CH2:11]2)=[O:45])[CH2:17][C@H:16]1[CH:18]=[CH2:19])=[O:21])(=[O:24])=[O:25])([OH:43])=[O:42].